Dataset: Forward reaction prediction with 1.9M reactions from USPTO patents (1976-2016). Task: Predict the product of the given reaction. (1) Given the reactants CO[CH:3](OC)[C:4]1[CH:27]=[CH:26][C:7]([NH:8][CH:9]2[CH2:14][CH2:13][N:12]([C:15]3[CH:25]=[CH:24]C(C(OCC)=O)=[CH:17][CH:16]=3)[CH2:11][CH2:10]2)=[CH:6][CH:5]=1.[I-].[Na+].Cl[Si](Cl)(Cl)C.[C:37](O)(=O)C.[NH2:41][CH2:42][C@@H:43]([C:45]1[CH:46]=[CH:47][C:48]([OH:56])=[C:49]([NH:51][S:52]([CH3:55])(=[O:54])=[O:53])[CH:50]=1)[OH:44].C([BH3-])#N.[Na+].Cl.[C:62]([O:65][CH2:66][CH3:67])(=[O:64])[CH3:63], predict the reaction product. The product is: [CH2:66]([O:65][C:62](=[O:64])[C:63]1[CH:17]=[CH:16][C:15]([N:12]2[CH2:11][CH2:10][CH:9]([NH:8][C:7]3[CH:6]=[CH:5][C:4]([CH2:3][CH2:37][NH:41][CH2:42][C@H:43]([OH:44])[C:45]4[CH:46]=[CH:47][C:48]([OH:56])=[C:49]([NH:51][S:52]([CH3:55])(=[O:54])=[O:53])[CH:50]=4)=[CH:27][CH:26]=3)[CH2:14][CH2:13]2)=[CH:25][CH:24]=1)[CH3:67]. (2) The product is: [S:37]([C:34]1[CH:33]=[CH:32][C:31]([CH3:30])=[CH:36][CH:35]=1)([O:40][CH2:41][CH2:42][CH3:43])(=[O:38])=[O:39]. Given the reactants OC1C=CC(C2C3C=C(N(C)C)C=CC=3S(=O)(=O)CCC2)=CC=1.C([O-])([O-])=O.[K+].[K+].[CH3:30][C:31]1[CH:36]=[CH:35][C:34]([S:37]([O:40][CH2:41][CH2:42][CH2:43]OS(C2C=CC(C)=CC=2)(=O)=O)(=[O:39])=[O:38])=[CH:33][CH:32]=1, predict the reaction product. (3) Given the reactants F[C:2]1[CH:3]=[C:4]([CH:22]=[CH:23][C:24]=1[F:25])[CH2:5][N:6]1[CH2:10][CH2:9][N:8]([C:11]2[CH:12]=[C:13]([CH:18]=[CH:19][N:20]=2)[C:14]([O:16]C)=O)[C:7]1=[O:21].[C-:26]#[N:27].[Na+], predict the reaction product. The product is: [CH2:26]([NH:27][C:14](=[O:16])[C:13]1[CH:18]=[CH:19][N:20]=[C:11]([N:8]2[CH2:9][CH2:10][N:6]([CH2:5][C:4]3[CH:22]=[CH:23][C:24]([F:25])=[CH:2][CH:3]=3)[C:7]2=[O:21])[CH:12]=1)[C:2]1[CH:3]=[CH:4][CH:22]=[CH:23][CH:24]=1. (4) Given the reactants [Si:1]([O:8][C@@H:9]([CH:31]1[CH2:39][C:38]2[C:33](=[CH:34][CH:35]=[CH:36][CH:37]=2)[CH2:32]1)/[CH:10]=[CH:11]/[C@H:12]1[C@@H:16]([F:17])[CH2:15][C@H:14]([OH:18])[C@@H:13]1[CH2:19]/[CH:20]=[CH:21]\[CH2:22][CH2:23][CH2:24][C:25]([O:27][CH:28]([CH3:30])[CH3:29])=[O:26])([C:4]([CH3:7])([CH3:6])[CH3:5])([CH3:3])[CH3:2].[OH-].[Na+].[Cl-].[NH4+], predict the reaction product. The product is: [Si:1]([O:8][C@@H:9]([CH:31]1[CH2:32][C:33]2[C:38](=[CH:37][CH:36]=[CH:35][CH:34]=2)[CH2:39]1)/[CH:10]=[CH:11]/[C@H:12]1[C@@H:16]([F:17])[CH2:15][C:14](=[O:18])[C@@H:13]1[CH2:19]/[CH:20]=[CH:21]\[CH2:22][CH2:23][CH2:24][C:25]([O:27][CH:28]([CH3:29])[CH3:30])=[O:26])([C:4]([CH3:5])([CH3:6])[CH3:7])([CH3:3])[CH3:2].